This data is from Peptide-MHC class II binding affinity with 134,281 pairs from IEDB. The task is: Regression. Given a peptide amino acid sequence and an MHC pseudo amino acid sequence, predict their binding affinity value. This is MHC class II binding data. The peptide sequence is GFKVAATAANAAPAN. The MHC is DRB1_1001 with pseudo-sequence DRB1_1001. The binding affinity (normalized) is 0.662.